From a dataset of Reaction yield outcomes from USPTO patents with 853,638 reactions. Predict the reaction yield, written as a fraction of the theoretical maximum amount of product (1.0 means a 100% yield; for example, 0.34 means a 34% yield). (1) The reactants are [Cl:1][C:2]1[N:3]=[C:4]([N:11]2[CH2:16][CH2:15][O:14][CH2:13][CH2:12]2)[C:5]2[O:10][CH:9]=[CH:8][C:6]=2[N:7]=1.C([Li])CCC.CN([CH:25]=[O:26])C. The catalyst is C1COCC1. The product is [Cl:1][C:2]1[N:3]=[C:4]([N:11]2[CH2:16][CH2:15][O:14][CH2:13][CH2:12]2)[C:5]2[O:10][C:9]([CH:25]=[O:26])=[CH:8][C:6]=2[N:7]=1. The yield is 0.500. (2) The reactants are [CH2:1]([O:3][C:4](=[O:29])[CH2:5][N:6]1[C:14]2[C:9](=[C:10]([Cl:15])[CH:11]=[CH:12][CH:13]=2)[C:8]([C:18]2[C:19](O)=[CH:20][C:21]3[O:25][CH2:24][CH2:23][C:22]=3[CH:26]=2)([CH2:16][OH:17])[C:7]1=[O:28])[CH3:2].ClC1C=CC(Cl)=C2C=1C(C1C(O)=CC3OCOC=3C=1)(CO)C(=O)N2CCCCC. No catalyst specified. The product is [CH2:1]([O:3][C:4](=[O:29])[CH2:5][N:6]1[C:14]2[C:9](=[C:10]([Cl:15])[CH:11]=[CH:12][CH:13]=2)[C:8]2([CH2:16][O:17][C:19]3[CH:20]=[C:21]4[C:22](=[CH:26][C:18]2=3)[CH2:23][CH2:24][O:25]4)[C:7]1=[O:28])[CH3:2]. The yield is 0.630. (3) The reactants are [Cl:1][C:2]1[CH:8]=[C:7]([Cl:9])[C:6]([O:10][CH3:11])=[CH:5][C:3]=1[NH2:4].[C:12]([CH2:14][C:15](O)=[O:16])#[N:13].C(N=C=NC(C)C)(C)C.CO. The catalyst is O1CCCC1.C(Cl)Cl. The product is [C:12]([CH2:14][C:15]([NH:4][C:3]1[CH:5]=[C:6]([O:10][CH3:11])[C:7]([Cl:9])=[CH:8][C:2]=1[Cl:1])=[O:16])#[N:13]. The yield is 0.880. (4) The reactants are [C:1]([C:3]1[C:11]2[C:6](=[CH:7][C:8]([O:12][CH3:13])=[CH:9][CH:10]=2)[N:5]([CH2:14][CH3:15])[C:4]=1[C:16]1[CH:21]=[CH:20][C:19]([NH:22][S:23]([CH:26]=[CH2:27])(=[O:25])=[O:24])=[CH:18][CH:17]=1)#[N:2].[NH:28]1[CH2:33][CH2:32][O:31][CH2:30][CH2:29]1. The catalyst is CC#N. The product is [C:1]([C:3]1[C:11]2[C:6](=[CH:7][C:8]([O:12][CH3:13])=[CH:9][CH:10]=2)[N:5]([CH2:14][CH3:15])[C:4]=1[C:16]1[CH:21]=[CH:20][C:19]([NH:22][S:23]([CH2:26][CH2:27][N:28]2[CH2:33][CH2:32][O:31][CH2:30][CH2:29]2)(=[O:24])=[O:25])=[CH:18][CH:17]=1)#[N:2]. The yield is 1.00.